This data is from Reaction yield outcomes from USPTO patents with 853,638 reactions. The task is: Predict the reaction yield, written as a fraction of the theoretical maximum amount of product (1.0 means a 100% yield; for example, 0.34 means a 34% yield). (1) The reactants are Br[C:2]1[CH:10]=[C:9]2[C:5]([CH2:6][N:7]([CH3:12])[C:8]2=[O:11])=[CH:4][CH:3]=1.[B:13]1([B:13]2[O:17][C:16]([CH3:19])([CH3:18])[C:15]([CH3:21])([CH3:20])[O:14]2)[O:17][C:16]([CH3:19])([CH3:18])[C:15]([CH3:21])([CH3:20])[O:14]1.C([O-])(=O)C.[K+].CS(C)=O. The catalyst is C1C=CC(P(C2C=CC=CC=2)[C-]2C=CC=C2)=CC=1.C1C=CC(P(C2C=CC=CC=2)[C-]2C=CC=C2)=CC=1.Cl[Pd]Cl.[Fe+2].O. The product is [CH3:12][N:7]1[CH2:6][C:5]2[C:9](=[CH:10][C:2]([B:13]3[O:17][C:16]([CH3:19])([CH3:18])[C:15]([CH3:21])([CH3:20])[O:14]3)=[CH:3][CH:4]=2)[C:8]1=[O:11]. The yield is 0.280. (2) The reactants are [CH3:1][C:2]1([CH3:14])[CH2:6][C:5]2[CH:7]=[C:8](B(O)O)[CH:9]=[CH:10][C:4]=2[O:3]1.Br[C:16]1[C:21](=[O:22])[N:20]([CH2:23][C:24]2[CH:29]=[CH:28][C:27]([C:30]3[C:31]([C:36]#[N:37])=[CH:32][CH:33]=[CH:34][CH:35]=3)=[CH:26][CH:25]=2)[C:19]([CH2:38][CH2:39][CH3:40])=[N:18][C:17]=1[CH2:41][CH3:42]. The catalyst is O1CCOCC1.C(=O)([O-])[O-].[Cs+].[Cs+].C(OCC)(=O)C.C1C=CC(P(C2C=CC=CC=2)[C-]2C=CC=C2)=CC=1.C1C=CC(P(C2C=CC=CC=2)[C-]2C=CC=C2)=CC=1.Cl[Pd]Cl.[Fe+2]. The product is [CH3:1][C:2]1([CH3:14])[CH2:6][C:5]2[CH:7]=[C:8]([C:16]3[C:21](=[O:22])[N:20]([CH2:23][C:24]4[CH:25]=[CH:26][C:27]([C:30]5[C:31]([C:36]#[N:37])=[CH:32][CH:33]=[CH:34][CH:35]=5)=[CH:28][CH:29]=4)[C:19]([CH2:38][CH2:39][CH3:40])=[N:18][C:17]=3[CH2:41][CH3:42])[CH:9]=[CH:10][C:4]=2[O:3]1. The yield is 1.00. (3) The reactants are Br[C:2]1[CH:3]=[CH:4][C:5]([F:27])=[C:6]([CH2:8][CH2:9][N:10]2[CH2:15][CH2:14][N:13]([C:16]3[CH:25]=[CH:24][CH:23]=[C:22]4[C:17]=3[CH:18]=[CH:19][C:20]([CH3:26])=[N:21]4)[CH2:12][CH2:11]2)[CH:7]=1.[NH:28]1[CH2:32][CH2:31][NH:30][C:29]1=[O:33]. No catalyst specified. The product is [F:27][C:5]1[CH:4]=[CH:3][C:2]([N:28]2[CH2:32][CH2:31][NH:30][C:29]2=[O:33])=[CH:7][C:6]=1[CH2:8][CH2:9][N:10]1[CH2:15][CH2:14][N:13]([C:16]2[CH:25]=[CH:24][CH:23]=[C:22]3[C:17]=2[CH:18]=[CH:19][C:20]([CH3:26])=[N:21]3)[CH2:12][CH2:11]1. The yield is 0.350. (4) The reactants are Br[C:2]1[CH:7]=[CH:6][C:5]([C:8]2[CH:9]=[C:10]([C:20]([O:22]CC)=[O:21])[C:11]3[CH:16]=[N:15][N:14]([CH:17]([CH3:19])[CH3:18])[C:12]=3[N:13]=2)=[CH:4][CH:3]=1.CC1(C)C(C)(C)OB([C:33]2[CH:34]=[N:35][NH:36][CH:37]=2)O1.C(=O)([O-])[O-].[Na+].[Na+]. The catalyst is O1CCOCC1. The product is [CH3:19][CH:17]([N:14]1[C:12]2[N:13]=[C:8]([C:5]3[CH:6]=[CH:7][C:2]([C:33]4[CH:34]=[N:35][NH:36][CH:37]=4)=[CH:3][CH:4]=3)[CH:9]=[C:10]([C:20]([OH:22])=[O:21])[C:11]=2[CH:16]=[N:15]1)[CH3:18]. The yield is 0.350. (5) The reactants are [C:1]([NH:11][C:12]1[CH:17]=[CH:16][CH:15]=[C:14]([F:18])[CH:13]=1)([O:3]CC1C=CC=CC=1)=[O:2].[Li]CCCC.CCCCCC.[Cl-].[NH4+].[O:32]1[CH2:36][CH2:35][CH2:34]C1. No catalyst specified. The product is [F:18][C:14]1[CH:13]=[C:12]([N:11]2[CH2:34][C@H:35]([CH2:36][OH:32])[O:3][C:1]2=[O:2])[CH:17]=[CH:16][CH:15]=1. The yield is 0.700. (6) The reactants are [NH2:1][C:2]1[C:11]([N+:12]([O-:14])=[O:13])=[CH:10][C:5]2[NH:6][C:7](=[O:9])[O:8][C:4]=2[CH:3]=1.[CH2:15]([CH:22]1[CH2:27][CH2:26][N:25]([C:28](=[O:32])[C:29](Cl)=[O:30])[CH2:24][CH2:23]1)[C:16]1[CH:21]=[CH:20][CH:19]=[CH:18][CH:17]=1. The catalyst is C(Cl)(Cl)Cl. The product is [CH2:15]([CH:22]1[CH2:23][CH2:24][N:25]([C:28](=[O:32])[C:29]([NH:1][C:2]2[C:11]([N+:12]([O-:14])=[O:13])=[CH:10][C:5]3[NH:6][C:7](=[O:9])[O:8][C:4]=3[CH:3]=2)=[O:30])[CH2:26][CH2:27]1)[C:16]1[CH:17]=[CH:18][CH:19]=[CH:20][CH:21]=1. The yield is 0.470. (7) The reactants are [F:1][C:2]1[CH:7]=[CH:6][C:5]([N:8]=[N+:9]=[N-:10])=[CH:4][C:3]=1[N+:11]([O-:13])=[O:12].[Cl:14][C:15]1[N:23]=[C:22]2[C:18]([N:19]=[CH:20][N:21]2[C@@H:24]2[C@@H:29]3[C@@:27]([C:30]([NH:32][CH3:33])=[O:31])([CH2:28]3)[C@@H:26]([OH:34])[C@H:25]2[OH:35])=[C:17]([NH:36][CH2:37][C:38]#[CH:39])[N:16]=1.O.O=C1O[C@H]([C@H](CO)O)C([O-])=C1O.[Na+]. The catalyst is C(O)(C)(C)C.S([O-])([O-])(=O)=O.[Cu+2].CCCC[Sn](OC(C)=O)(CCCC)CCCC. The product is [Cl:14][C:15]1[N:23]=[C:22]2[C:18]([N:19]=[CH:20][N:21]2[C@@H:24]2[C@@H:29]3[C@@:27]([C:30]([NH:32][CH3:33])=[O:31])([CH2:28]3)[C@@H:26]([OH:34])[C@H:25]2[OH:35])=[C:17]([NH:36][CH2:37][C:38]2[N:10]=[N:9][N:8]([C:5]3[CH:6]=[CH:7][C:2]([F:1])=[C:3]([N+:11]([O-:13])=[O:12])[CH:4]=3)[CH:39]=2)[N:16]=1. The yield is 0.920. (8) The reactants are [CH3:1][O:2][C:3]1[CH:4]=[C:5]2[C:10](=[CH:11][C:12]=1[O:13][CH3:14])[N:9]=[CH:8][CH:7]=[C:6]2[O:15][C:16]1[C:22]([CH3:23])=[CH:21][C:19]([NH2:20])=[C:18]([CH3:24])[CH:17]=1.C1(C)C=CC=CC=1.C(N(CC)CC)C.ClC(Cl)(O[C:43](=[O:49])[O:44][C:45](Cl)(Cl)Cl)Cl.[F:51][C:52]1[CH:53]=[C:54]([CH:60]=[CH:61][CH:62]=1)[O:55][CH2:56][CH2:57]CO. The catalyst is C(Cl)Cl. The product is [CH3:1][O:2][C:3]1[CH:4]=[C:5]2[C:10](=[CH:11][C:12]=1[O:13][CH3:14])[N:9]=[CH:8][CH:7]=[C:6]2[O:15][C:16]1[C:22]([CH3:23])=[CH:21][C:19]([NH:20][C:43](=[O:49])[O:44][CH2:45][CH2:57][CH2:56][O:55][C:54]2[CH:60]=[CH:61][CH:62]=[C:52]([F:51])[CH:53]=2)=[C:18]([CH3:24])[CH:17]=1. The yield is 0.540.